From a dataset of Aqueous solubility values for 9,982 compounds from the AqSolDB database. Regression/Classification. Given a drug SMILES string, predict its absorption, distribution, metabolism, or excretion properties. Task type varies by dataset: regression for continuous measurements (e.g., permeability, clearance, half-life) or binary classification for categorical outcomes (e.g., BBB penetration, CYP inhibition). For this dataset (solubility_aqsoldb), we predict Y. (1) The drug is CCSC(=O)N1CCCCCC1. The Y is -2.29 log mol/L. (2) The molecule is NS(=O)(=O)c1cc(C(=O)c2ccc(CN3CCOCC3)cc2)cs1. The Y is -1.52 log mol/L. (3) The molecule is CNC(=O)CSP(=O)(OC)OC. The Y is 0.671 log mol/L. (4) The molecule is CCCCC(CC)C(=O)[O-].CCCCC(CC)C(=O)[O-].[Ca+2]. The Y is -1.59 log mol/L.